Dataset: Catalyst prediction with 721,799 reactions and 888 catalyst types from USPTO. Task: Predict which catalyst facilitates the given reaction. Reactant: [CH3:1][C:2]1[CH2:7][CH2:6][CH2:5][C:4]([CH3:9])([CH3:8])[C:3]=1[CH:10]=O.[F:12][C:13]([F:22])([F:21])[C:14]1[CH:15]=[C:16]([CH:18]=[CH:19][CH:20]=1)[NH2:17].C(O)(=O)C.C([BH3-])#N.[Na+]. Product: [F:12][C:13]([F:21])([F:22])[C:14]1[CH:15]=[C:16]([CH:18]=[CH:19][CH:20]=1)[NH:17][CH2:10][C:3]1[C:4]([CH3:9])([CH3:8])[CH2:5][CH2:6][CH2:7][C:2]=1[CH3:1]. The catalyst class is: 5.